Dataset: Full USPTO retrosynthesis dataset with 1.9M reactions from patents (1976-2016). Task: Predict the reactants needed to synthesize the given product. (1) Given the product [Br:1][C:2]1[CH:7]=[CH:6][C:5]([O:8][CH2:10][CH2:11][CH2:12][OH:13])=[CH:4][CH:3]=1, predict the reactants needed to synthesize it. The reactants are: [Br:1][C:2]1[CH:7]=[CH:6][C:5]([OH:8])=[CH:4][CH:3]=1.Br[CH2:10][CH2:11][CH2:12][OH:13].CN(C)C=O.C(=O)([O-])[O-].[K+].[K+]. (2) Given the product [CH2:26]([N:3]([CH2:1][CH3:2])[C:4]([C:6]1[CH:7]=[CH:8][C:9]2[CH:10]([CH:20]3[CH2:25][CH2:24][NH:23][CH2:22][CH2:21]3)[C:11]3[C:16]([O:17][C:18]=2[CH:19]=1)=[CH:15][CH:14]=[CH:13][CH:12]=3)=[O:5])[CH3:27], predict the reactants needed to synthesize it. The reactants are: [CH2:1]([N:3]([CH2:26][CH3:27])[C:4]([C:6]1[CH:7]=[CH:8][C:9]2[C:10](=[C:20]3[CH2:25][CH2:24][NH:23][CH2:22][CH2:21]3)[C:11]3[C:16]([O:17][C:18]=2[CH:19]=1)=[CH:15][CH:14]=[CH:13][CH:12]=3)=[O:5])[CH3:2].C(O)C.C[Si](I)(C)C. (3) The reactants are: [Cl:1][C:2]1[CH:3]=[C:4]([C:9]2[CH:14]=[CH:13][C:12]([C:15]3([C:18]([OH:20])=[O:19])[CH2:17][CH2:16]3)=[CH:11][C:10]=2[F:21])[CH:5]=[CH:6][C:7]=1[Cl:8].C(Cl)(=O)C(Cl)=O.[C:28]([NH:31][CH2:32][CH:33](O)[CH2:34][NH:35][C:36](=[O:38])[CH3:37])(=[O:30])[CH3:29].C(N(CC)CC)C. Given the product [C:28]([NH:31][CH2:32][CH:33]([O:19][C:18]([C:15]1([C:12]2[CH:13]=[CH:14][C:9]([C:4]3[CH:5]=[CH:6][C:7]([Cl:8])=[C:2]([Cl:1])[CH:3]=3)=[C:10]([F:21])[CH:11]=2)[CH2:17][CH2:16]1)=[O:20])[CH2:34][NH:35][C:36](=[O:38])[CH3:37])(=[O:30])[CH3:29], predict the reactants needed to synthesize it. (4) Given the product [F:1][C:2]1[CH:30]=[C:29]([S:31]([CH3:34])(=[O:32])=[O:33])[C:28]([F:35])=[CH:27][C:3]=1[O:4][C@H:5]1[CH2:9][CH2:8][N:7]([CH:10]2[CH2:11][CH2:12][N:13]([C:16]3[S:45][C:19]([C:20]([F:22])([F:21])[F:23])=[N:18][CH:17]=3)[CH2:14][CH2:15]2)[C:6]1=[O:26], predict the reactants needed to synthesize it. The reactants are: [F:1][C:2]1[CH:30]=[C:29]([S:31]([CH3:34])(=[O:33])=[O:32])[C:28]([F:35])=[CH:27][C:3]=1[O:4][C@H:5]1[CH2:9][CH2:8][N:7]([CH:10]2[CH2:15][CH2:14][N:13]([C:16](=O)[CH2:17][NH:18][C:19](=O)[C:20]([F:23])([F:22])[F:21])[CH2:12][CH2:11]2)[C:6]1=[O:26].COC1C=CC(P2(=S)SP(=S)(C3C=CC(OC)=CC=3)[S:45]2)=CC=1. (5) Given the product [C:1]([O:5][C:6]([N:8]1[CH2:13][CH2:12][CH:11]([NH:14][CH2:21][C:20]2[CH:23]=[CH:24][CH:25]=[C:18]([N+:15]([O-:17])=[O:16])[CH:19]=2)[CH2:10][CH2:9]1)=[O:7])([CH3:4])([CH3:2])[CH3:3], predict the reactants needed to synthesize it. The reactants are: [C:1]([O:5][C:6]([N:8]1[CH2:13][CH2:12][CH:11]([NH2:14])[CH2:10][CH2:9]1)=[O:7])([CH3:4])([CH3:3])[CH3:2].[N+:15]([C:18]1[CH:19]=[C:20]([CH:23]=[CH:24][CH:25]=1)[CH:21]=O)([O-:17])=[O:16].[BH4-].[Na+].C(O)(=O)C. (6) Given the product [Si:1]([O:8][CH2:9][C:10]1([CH3:30])[S:16][CH2:15][CH2:14][N:13]2[C:17]([C:20]3([C:23]4[CH:28]=[CH:27][C:26]([C:35]5[CH:36]=[CH:37][C:32]([CH3:31])=[CH:33][CH:34]=5)=[CH:25][CH:24]=4)[CH2:22][CH2:21]3)=[N:18][N:19]=[C:12]2[CH2:11]1)([C:4]([CH3:7])([CH3:6])[CH3:5])([CH3:3])[CH3:2], predict the reactants needed to synthesize it. The reactants are: [Si:1]([O:8][CH2:9][C:10]1([CH3:30])[S:16][CH2:15][CH2:14][N:13]2[C:17]([C:20]3([C:23]4[CH:28]=[CH:27][C:26](Cl)=[CH:25][CH:24]=4)[CH2:22][CH2:21]3)=[N:18][N:19]=[C:12]2[CH2:11]1)([C:4]([CH3:7])([CH3:6])[CH3:5])([CH3:3])[CH3:2].[CH3:31][C:32]1[CH:37]=[CH:36][C:35](B(O)O)=[CH:34][CH:33]=1.C1(P(C2CCCCC2)C2CCCCC2)CCCCC1.P([O-])([O-])([O-])=O.[K+].[K+].[K+]. (7) Given the product [CH:1]1([NH:7][C:8]2[N:16]=[C:15]([NH:17][C:18]3[CH:23]=[CH:22][C:21]([N:24]4[CH2:25][CH2:26][N:27]([C:30]([C:31]5[CH:36]=[CH:35][CH:34]=[CH:33][N:32]=5)=[O:46])[CH2:28][CH2:29]4)=[CH:20][C:19]=3[O:37][CH3:38])[N:14]=[C:13]3[C:9]=2[N:10]=[CH:11][NH:12]3)[CH2:2][CH2:3][CH2:4][CH2:5][CH2:6]1, predict the reactants needed to synthesize it. The reactants are: [CH:1]1([NH:7][C:8]2[N:16]=[C:15]([NH:17][C:18]3[CH:23]=[CH:22][C:21]([N:24]4[CH2:29][CH2:28][N:27]([CH2:30][C:31]5[CH:36]=[CH:35][CH:34]=[CH:33][N:32]=5)[CH2:26][CH2:25]4)=[CH:20][C:19]=3[O:37][CH3:38])[N:14]=[C:13]3[C:9]=2[N:10]=[CH:11][NH:12]3)[CH2:6][CH2:5][CH2:4][CH2:3][CH2:2]1.[H-].[H-].[H-].[H-].[Li+].[Al+3].C[OH:46].